Dataset: Forward reaction prediction with 1.9M reactions from USPTO patents (1976-2016). Task: Predict the product of the given reaction. (1) Given the reactants [C:1](O)(=O)[CH3:2].[NH2:5]/[C:6](=[N:20]\[OH:21])/[C@@H:7]([NH:12][C:13](=[O:19])[O:14][C:15]([CH3:18])([CH3:17])[CH3:16])[CH2:8][CH:9]1[CH2:11][CH2:10]1, predict the reaction product. The product is: [CH:9]1([CH2:8][C@H:7]([NH:12][C:13](=[O:19])[O:14][C:15]([CH3:18])([CH3:16])[CH3:17])[C:6]2[N:5]=[C:1]([CH3:2])[O:21][N:20]=2)[CH2:10][CH2:11]1. (2) Given the reactants [Cl:1][C:2]1[CH:7]=[C:6]([C:8]([F:11])([F:10])[F:9])[CH:5]=[CH:4][C:3]=1/[CH:12]=[CH:13]/C(O)=O.FC(F)(F)OC1C=CC(/C=C/[C:28]([N:30]=[N+]=[N-])=[O:29])=CC=1, predict the reaction product. The product is: [Cl:1][C:2]1[CH:7]=[C:6]([C:8]([F:9])([F:10])[F:11])[CH:5]=[C:4]2[C:3]=1[CH:12]=[CH:13][NH:30][C:28]2=[O:29]. (3) Given the reactants [Br:1][C:2]1[CH:3]=[C:4]2[C:9](=[CH:10][C:11]=1[Cl:12])[N:8]=[CH:7][N:6]=[C:5]2[C:13]1(C(OC)=O)[CH2:18][CH2:17][N:16]([C:19]([O:21][C:22]([CH3:25])([CH3:24])[CH3:23])=[O:20])[CH2:15][CH2:14]1.[Li+].[Cl-].O, predict the reaction product. The product is: [Br:1][C:2]1[CH:3]=[C:4]2[C:9](=[CH:10][C:11]=1[Cl:12])[N:8]=[CH:7][N:6]=[C:5]2[CH:13]1[CH2:14][CH2:15][N:16]([C:19]([O:21][C:22]([CH3:25])([CH3:24])[CH3:23])=[O:20])[CH2:17][CH2:18]1. (4) Given the reactants Cl[C:2]1[N:7]2[N:8]=[C:9]([CH3:20])[C:10]([C:11]3[C:16]([CH3:17])=[CH:15][C:14]([CH3:18])=[CH:13][C:12]=3[CH3:19])=[C:6]2[N:5]=[C:4]([CH3:21])[CH:3]=1.[CH2:22]([CH:24]([NH2:27])[CH2:25][CH3:26])[CH3:23], predict the reaction product. The product is: [CH3:20][C:9]1[C:10]([C:11]2[C:16]([CH3:17])=[CH:15][C:14]([CH3:18])=[CH:13][C:12]=2[CH3:19])=[C:6]2[N:5]=[C:4]([CH3:21])[CH:3]=[C:2]([NH:27][CH:24]([CH2:25][CH3:26])[CH2:22][CH3:23])[N:7]2[N:8]=1. (5) Given the reactants [F:1][C:2]1[CH:3]=[C:4]2[C:9]([OH:10])=[C:8]([C:11]3[NH:16][C:15]4[CH:17]=[CH:18][C:19](I)=[CH:20][C:14]=4[S:13](=[O:23])(=[O:22])[N:12]=3)[C:7](=[O:24])[N:6]([CH2:25][CH2:26][CH:27]([CH3:29])[CH3:28])[N:5]2[CH:30]=1.[O-]P(OP(OP([O-])([O-])=O)([O-])=O)(=O)[O-].[K+].[K+].[K+].[K+].[K+].N(CC(O)=O)C.[CH3:55][S:56]([NH2:59])(=[O:58])=[O:57], predict the reaction product. The product is: [F:1][C:2]1[CH:3]=[C:4]2[C:9]([OH:10])=[C:8]([C:11]3[NH:16][C:15]4[CH:17]=[CH:18][C:19]([NH:59][S:56]([CH3:55])(=[O:58])=[O:57])=[CH:20][C:14]=4[S:13](=[O:23])(=[O:22])[N:12]=3)[C:7](=[O:24])[N:6]([CH2:25][CH2:26][CH:27]([CH3:29])[CH3:28])[N:5]2[CH:30]=1. (6) The product is: [CH3:17][C:4]1[CH:5]([C:12]([O:14][CH2:15][CH3:16])=[O:13])[C:6]2([CH2:11][CH2:2][CH:3]=1)[CH2:10][CH2:9][CH2:8][CH2:7]2. Given the reactants O[CH:2]1[CH2:11][C:6]2([CH2:10][CH2:9][CH2:8][CH2:7]2)[CH:5]([C:12]([O:14][CH2:15][CH3:16])=[O:13])[C:4]([CH3:17])=[CH:3]1.C([SiH](CC)CC)C.B(F)(F)F.CCOCC, predict the reaction product. (7) Given the reactants [NH2:1][C:2]1[S:6][N:5]=[C:4]([S:7][CH2:8][C:9]2[C:19]3[CH2:18][CH2:17][N:16](C(OC(C)(C)C)=O)[CH2:15][CH2:14][C:13]=3[CH:12]=[CH:11][C:10]=2[Cl:27])[N:3]=1.FC(F)(F)C(O)=O, predict the reaction product. The product is: [NH2:1][C:2]1[S:6][N:5]=[C:4]([S:7][CH2:8][C:9]2[C:19]3[CH2:18][CH2:17][NH:16][CH2:15][CH2:14][C:13]=3[CH:12]=[CH:11][C:10]=2[Cl:27])[N:3]=1.